Dataset: Forward reaction prediction with 1.9M reactions from USPTO patents (1976-2016). Task: Predict the product of the given reaction. (1) Given the reactants C1C(=O)N([Br:8])C(=O)C1.[CH:9]([C:11]1[N:12]=[C:13]([N:16]([C:24]([O:26][C:27]([CH3:30])([CH3:29])[CH3:28])=[O:25])[C:17]([O:19][C:20]([CH3:23])([CH3:22])[CH3:21])=[O:18])[NH:14][CH:15]=1)=[O:10], predict the reaction product. The product is: [Br:8][C:15]1[N:14]=[C:13]([N:16]([C:24]([O:26][C:27]([CH3:30])([CH3:29])[CH3:28])=[O:25])[C:17]([O:19][C:20]([CH3:22])([CH3:23])[CH3:21])=[O:18])[NH:12][C:11]=1[CH:9]=[O:10]. (2) The product is: [Si:1]([O:18][C:19]1[CH:24]=[CH:23][C:22]([CH:25]([OH:27])[CH3:26])=[CH:21][CH:20]=1)([C:14]([CH3:16])([CH3:17])[CH3:15])([C:8]1[CH:13]=[CH:12][CH:11]=[CH:10][CH:9]=1)[C:2]1[CH:3]=[CH:4][CH:5]=[CH:6][CH:7]=1. Given the reactants [Si:1]([O:18][C:19]1[CH:24]=[CH:23][C:22]([C:25](=[O:27])[CH3:26])=[CH:21][CH:20]=1)([C:14]([CH3:17])([CH3:16])[CH3:15])([C:8]1[CH:13]=[CH:12][CH:11]=[CH:10][CH:9]=1)[C:2]1[CH:7]=[CH:6][CH:5]=[CH:4][CH:3]=1.[BH4-].[Na+].O, predict the reaction product.